From a dataset of Full USPTO retrosynthesis dataset with 1.9M reactions from patents (1976-2016). Predict the reactants needed to synthesize the given product. (1) Given the product [CH3:1][N:2]1[CH2:7][CH2:6][N:5]([CH2:9][CH2:10][CH2:11][C:12]#[N:13])[CH2:4][CH2:3]1, predict the reactants needed to synthesize it. The reactants are: [CH3:1][N:2]1[CH2:7][CH2:6][NH:5][CH2:4][CH2:3]1.Br[CH2:9][CH2:10][CH2:11][C:12]#[N:13].C(=O)([O-])[O-].[K+].[K+].O. (2) Given the product [Br:8][C:6]1[CH:5]=[N:4][CH:3]=[C:2]([N:17]2[CH:21]=[CH:20][N:19]=[CH:18]2)[CH:7]=1, predict the reactants needed to synthesize it. The reactants are: Br[C:2]1[CH:3]=[N:4][CH:5]=[C:6]([Br:8])[CH:7]=1.N1CCC[C@H]1C(O)=O.[NH:17]1[CH:21]=[CH:20][N:19]=[CH:18]1.C(O[K])(C)=O. (3) The reactants are: [OH:1][C:2]1[CH:7]=[C:6]([N+:8]([O-:10])=[O:9])[CH:5]=[CH:4][C:3]=1[CH2:11][CH2:12][C:13]([N:15]1[CH2:19][CH2:18][CH2:17][CH2:16]1)=[O:14].[C:20](=O)([O-])[O-].[K+].[K+].IC. Given the product [CH3:20][O:1][C:2]1[CH:7]=[C:6]([N+:8]([O-:10])=[O:9])[CH:5]=[CH:4][C:3]=1[CH2:11][CH2:12][C:13]([N:15]1[CH2:16][CH2:17][CH2:18][CH2:19]1)=[O:14], predict the reactants needed to synthesize it. (4) Given the product [CH3:24][O:23][C:18]1[CH:19]=[CH:20][CH:21]=[CH:22][C:17]=1[C:14]1[N:13]=[C:12]([CH2:8][CH2:9][C:10]#[C:11][C:2]2[CH:7]=[CH:6][CH:5]=[CH:4][N:3]=2)[O:16][N:15]=1, predict the reactants needed to synthesize it. The reactants are: I[C:2]1[CH:7]=[CH:6][CH:5]=[CH:4][N:3]=1.[CH2:8]([C:12]1[O:16][N:15]=[C:14]([C:17]2[CH:22]=[CH:21][CH:20]=[CH:19][C:18]=2[O:23][CH3:24])[N:13]=1)[CH2:9][C:10]#[CH:11]. (5) Given the product [F:29][C:26]1[CH:25]=[CH:24][C:23]([O:22][C:19]2[CH:18]=[CH:17][C:16]([NH:15][C:13]([C@@H:10]3[CH2:9][C@@H:8]([CH2:7][C:5]4[S:6][CH:2]=[CH:3][CH:4]=4)[CH2:12][NH:11]3)=[O:14])=[CH:21][CH:20]=2)=[CH:28][CH:27]=1, predict the reactants needed to synthesize it. The reactants are: Cl[C:2]1[S:6][C:5]([CH2:7][C@H:8]2[CH2:12][NH:11][C@H:10]([C:13]([NH:15][C:16]3[CH:21]=[CH:20][C:19]([O:22][C:23]4[CH:28]=[CH:27][C:26]([F:29])=[CH:25][CH:24]=4)=[CH:18][CH:17]=3)=[O:14])[CH2:9]2)=[CH:4][CH:3]=1.C([O-])=O.[NH4+]. (6) Given the product [CH3:24][C:21]1[CH:20]=[CH:19][C:18]([C:16]([C:12]2[N:11]([CH2:10]/[CH:9]=[CH:8]/[C:4]3[CH:3]=[C:2]([CH:7]=[CH:6][CH:5]=3)[O:1][CH2:32][CH2:33][CH2:34][C:35]([O:37][CH2:38][CH3:39])=[O:36])[CH:15]=[CH:14][CH:13]=2)=[O:17])=[CH:23][CH:22]=1, predict the reactants needed to synthesize it. The reactants are: [OH:1][C:2]1[CH:3]=[C:4](/[CH:8]=[CH:9]/[CH2:10][N:11]2[CH:15]=[CH:14][CH:13]=[C:12]2[C:16]([C:18]2[CH:23]=[CH:22][C:21]([CH3:24])=[CH:20][CH:19]=2)=[O:17])[CH:5]=[CH:6][CH:7]=1.C(=O)([O-])[O-].[K+].[K+].Br[CH2:32][CH2:33][CH2:34][C:35]([O:37][CH2:38][CH3:39])=[O:36].C(=O)([O-])O.[Na+]. (7) Given the product [CH3:14][Si:15]([CH2:16][CH2:17][O:18][C:19]([NH:1][C@H:2]1[CH2:7][CH2:6][O:5][C:3]1=[O:4])=[O:20])([CH3:30])[CH3:29], predict the reactants needed to synthesize it. The reactants are: [NH2:1][C@H:2]1[CH2:7][CH2:6][O:5][C:3]1=[O:4].Br.C([O-])(O)=O.[Na+].[CH3:14][Si:15]([CH3:30])([CH3:29])[CH2:16][CH2:17][O:18][C:19](ON1C(=O)CCC1=O)=[O:20].